This data is from Reaction yield outcomes from USPTO patents with 853,638 reactions. The task is: Predict the reaction yield, written as a fraction of the theoretical maximum amount of product (1.0 means a 100% yield; for example, 0.34 means a 34% yield). The catalyst is C1C=CC([P]([Pd]([P](C2C=CC=CC=2)(C2C=CC=CC=2)C2C=CC=CC=2)([P](C2C=CC=CC=2)(C2C=CC=CC=2)C2C=CC=CC=2)[P](C2C=CC=CC=2)(C2C=CC=CC=2)C2C=CC=CC=2)(C2C=CC=CC=2)C2C=CC=CC=2)=CC=1. The product is [CH3:1][O:2][C:3]([C:4]1[CH:5]=[C:6]([C:20]2[CH:19]=[CH:18][CH:17]=[C:16]([Cl:15])[CH:21]=2)[C:7]([NH2:12])=[C:8]([O:10][CH3:11])[CH:9]=1)=[O:14]. The yield is 0.883. The reactants are [CH3:1][O:2][C:3](=[O:14])[C:4]1[CH:9]=[C:8]([O:10][CH3:11])[C:7]([NH2:12])=[C:6](Br)[CH:5]=1.[Cl:15][C:16]1[CH:17]=[C:18](B(O)O)[CH:19]=[CH:20][CH:21]=1.C(=O)([O-])[O-].[Na+].[Na+].